This data is from Full USPTO retrosynthesis dataset with 1.9M reactions from patents (1976-2016). The task is: Predict the reactants needed to synthesize the given product. Given the product [NH2:33][CH:30]1[CH2:31][CH2:32][N:27]([C:22]2[C:21]([CH3:41])=[CH:20][C:19]([NH:18][C:2]3[N:7]=[C:6]([C:8]4[C:16]5[C:11](=[CH:12][CH:13]=[CH:14][CH:15]=5)[NH:10][CH:9]=4)[C:5]([Cl:17])=[CH:4][N:3]=3)=[C:24]([O:25][CH3:26])[CH:23]=2)[CH2:28][CH2:29]1, predict the reactants needed to synthesize it. The reactants are: Cl[C:2]1[N:7]=[C:6]([C:8]2[C:16]3[C:11](=[CH:12][CH:13]=[CH:14][CH:15]=3)[NH:10][CH:9]=2)[C:5]([Cl:17])=[CH:4][N:3]=1.[NH2:18][C:19]1[C:24]([O:25][CH3:26])=[CH:23][C:22]([N:27]2[CH2:32][CH2:31][CH:30]([NH:33]C(=O)OC(C)(C)C)[CH2:29][CH2:28]2)=[C:21]([CH3:41])[CH:20]=1.